This data is from Catalyst prediction with 721,799 reactions and 888 catalyst types from USPTO. The task is: Predict which catalyst facilitates the given reaction. (1) Reactant: [CH2:1]([Zn]CC)C.FC(F)(F)C(O)=O.[CH2:13]([O:20][C:21]([N:23]1[CH2:28][CH2:27][C:26](=[CH2:29])[CH2:25][CH2:24]1)=[O:22])[C:14]1[CH:19]=[CH:18][CH:17]=[CH:16][CH:15]=1.C(=O)(O)[O-].[Na+]. Product: [CH2:1]1[C:26]2([CH2:27][CH2:28][N:23]([C:21]([O:20][CH2:13][C:14]3[CH:15]=[CH:16][CH:17]=[CH:18][CH:19]=3)=[O:22])[CH2:24][CH2:25]2)[CH2:29]1. The catalyst class is: 4. (2) Reactant: [CH3:1][NH2:2].C(O[C:6](=[O:26])[CH2:7][O:8][C:9]([NH:11][CH2:12][CH2:13][C:14]1[CH:15]=[N:16][C:17]([C:20]2[CH:25]=[CH:24][CH:23]=[CH:22][CH:21]=2)=[CH:18][CH:19]=1)=[O:10])C. Product: [C:20]1([C:17]2[N:16]=[CH:15][C:14]([CH2:13][CH2:12][NH:11][C:9](=[O:10])[O:8][CH2:7][C:6]([NH:2][CH3:1])=[O:26])=[CH:19][CH:18]=2)[CH:21]=[CH:22][CH:23]=[CH:24][CH:25]=1. The catalyst class is: 83. (3) Reactant: [OH:1][N:2]=[C:3]([C:5]1[CH:13]=[CH:12][C:11]2[N:10]3[CH2:14][CH2:15][CH:16]([CH2:17][C:18]([O:20][C:21]([CH3:24])([CH3:23])[CH3:22])=[O:19])[C:9]3=[CH:8][C:7]=2[CH:6]=1)[NH2:4].[F:25][C:26]([F:37])([F:36])[C:27]1[CH:35]=[CH:34][C:30]([C:31](Cl)=O)=[CH:29][N:28]=1. Product: [F:37][C:26]([F:25])([F:36])[C:27]1[N:28]=[CH:29][C:30]([C:31]2[O:1][N:2]=[C:3]([C:5]3[CH:13]=[CH:12][C:11]4[N:10]5[CH2:14][CH2:15][CH:16]([CH2:17][C:18]([O:20][C:21]([CH3:24])([CH3:23])[CH3:22])=[O:19])[C:9]5=[CH:8][C:7]=4[CH:6]=3)[N:4]=2)=[CH:34][CH:35]=1. The catalyst class is: 1. (4) Reactant: [C:1]1([P:7](=[O:10])([OH:9])[OH:8])[CH:6]=[CH:5][CH:4]=[CH:3][CH:2]=1.O.O.O.O.O.S([O-])([O-])(=O)=O.[Cu+2:21]. Product: [C:1]1([P:7](=[O:8])([O-:10])[O-:9])[CH:6]=[CH:5][CH:4]=[CH:3][CH:2]=1.[Cu+2:21]. The catalyst class is: 6.